This data is from Ames mutagenicity test results for genotoxicity prediction. The task is: Regression/Classification. Given a drug SMILES string, predict its toxicity properties. Task type varies by dataset: regression for continuous values (e.g., LD50, hERG inhibition percentage) or binary classification for toxic/non-toxic outcomes (e.g., AMES mutagenicity, cardiotoxicity, hepatotoxicity). Dataset: ames. (1) The molecule is COc1ccc(N)cc1N. The result is 1 (mutagenic). (2) The molecule is COc1nc(=O)n(CC(O)CN=[N+]=[N-])cc1C. The result is 1 (mutagenic). (3) The drug is CCOP(=S)(OCC)SCSC(C)(C)C. The result is 0 (non-mutagenic).